This data is from NCI-60 drug combinations with 297,098 pairs across 59 cell lines. The task is: Regression. Given two drug SMILES strings and cell line genomic features, predict the synergy score measuring deviation from expected non-interaction effect. (1) Drug 1: CCC1=CC2CC(C3=C(CN(C2)C1)C4=CC=CC=C4N3)(C5=C(C=C6C(=C5)C78CCN9C7C(C=CC9)(C(C(C8N6C)(C(=O)OC)O)OC(=O)C)CC)OC)C(=O)OC.C(C(C(=O)O)O)(C(=O)O)O. Drug 2: CCN(CC)CCNC(=O)C1=C(NC(=C1C)C=C2C3=C(C=CC(=C3)F)NC2=O)C. Cell line: SK-MEL-28. Synergy scores: CSS=29.5, Synergy_ZIP=2.77, Synergy_Bliss=3.83, Synergy_Loewe=-14.6, Synergy_HSA=-0.784. (2) Drug 1: C1=CC=C(C(=C1)C(C2=CC=C(C=C2)Cl)C(Cl)Cl)Cl. Drug 2: C(CC(=O)O)C(=O)CN.Cl. Cell line: PC-3. Synergy scores: CSS=8.38, Synergy_ZIP=-3.72, Synergy_Bliss=0.242, Synergy_Loewe=-1.49, Synergy_HSA=0.723. (3) Drug 1: CC1C(C(CC(O1)OC2CC(OC(C2O)C)OC3=CC4=CC5=C(C(=O)C(C(C5)C(C(=O)C(C(C)O)O)OC)OC6CC(C(C(O6)C)O)OC7CC(C(C(O7)C)O)OC8CC(C(C(O8)C)O)(C)O)C(=C4C(=C3C)O)O)O)O. Drug 2: C1CCC(C(C1)N)N.C(=O)(C(=O)[O-])[O-].[Pt+4]. Cell line: ACHN. Synergy scores: CSS=39.2, Synergy_ZIP=-2.03, Synergy_Bliss=-1.75, Synergy_Loewe=-11.0, Synergy_HSA=0.295. (4) Drug 1: C1=CC(=C2C(=C1NCCNCCO)C(=O)C3=C(C=CC(=C3C2=O)O)O)NCCNCCO. Drug 2: C1=CC(=CC=C1CCCC(=O)O)N(CCCl)CCCl. Cell line: OVCAR-4. Synergy scores: CSS=26.8, Synergy_ZIP=-2.36, Synergy_Bliss=3.99, Synergy_Loewe=-66.1, Synergy_HSA=3.62. (5) Drug 1: CC12CCC3C(C1CCC2O)C(CC4=C3C=CC(=C4)O)CCCCCCCCCS(=O)CCCC(C(F)(F)F)(F)F. Drug 2: CC(C)(C#N)C1=CC(=CC(=C1)CN2C=NC=N2)C(C)(C)C#N. Cell line: T-47D. Synergy scores: CSS=16.9, Synergy_ZIP=-0.973, Synergy_Bliss=-2.15, Synergy_Loewe=-5.04, Synergy_HSA=-2.14.